Dataset: Forward reaction prediction with 1.9M reactions from USPTO patents (1976-2016). Task: Predict the product of the given reaction. (1) Given the reactants [O:1]1[CH:5]=[N:4][N:3]=[C:2]1[C:6]1[CH:7]=[C:8]([CH:10]=[CH:11][CH:12]=1)[NH2:9].C(=O)(O)[O-].[Na+].CC(C)=O.O.[CH2:23]([O:30][C:31](Cl)=[O:32])[C:24]1[CH:29]=[CH:28][CH:27]=[CH:26][CH:25]=1, predict the reaction product. The product is: [CH2:23]([O:30][C:31](=[O:32])[NH:9][C:8]1[CH:10]=[CH:11][CH:12]=[C:6]([C:2]2[O:1][CH:5]=[N:4][N:3]=2)[CH:7]=1)[C:24]1[CH:29]=[CH:28][CH:27]=[CH:26][CH:25]=1. (2) Given the reactants I[C:2]1[C:7]([N+:8]([O-:10])=[O:9])=[CH:6][N:5]=[C:4]2[O:11][CH2:12][CH2:13][C:3]=12.[OH:14][C@@:15]1([CH3:30])[C@@H:20]([CH3:21])[CH2:19][NH:18][CH2:17][C@H:16]1[NH:22][C:23](=[O:29])[O:24][C:25]([CH3:28])([CH3:27])[CH3:26].CCN(C(C)C)C(C)C, predict the reaction product. The product is: [OH:14][C@@:15]1([CH3:30])[C@@H:20]([CH3:21])[CH2:19][N:18]([C:2]2[C:7]([N+:8]([O-:10])=[O:9])=[CH:6][N:5]=[C:4]3[O:11][CH2:12][CH2:13][C:3]=23)[CH2:17][C@H:16]1[NH:22][C:23](=[O:29])[O:24][C:25]([CH3:28])([CH3:27])[CH3:26]. (3) Given the reactants [O:1]=[C:2]1[C:10](=[O:11])[C:9]2[C:4](=[CH:5][CH:6]=[C:7]([C:12]#[N:13])[CH:8]=2)[NH:3]1.[O:14]1[C:18]2[CH:19]=[CH:20][CH:21]=[C:22](Br)[C:17]=2[O:16][CH2:15]1, predict the reaction product. The product is: [O:14]1[C:18]2[CH:19]=[CH:20][CH:21]=[C:22]([C:10]3([OH:11])[C:9]4[C:4](=[CH:5][CH:6]=[C:7]([C:12]#[N:13])[CH:8]=4)[NH:3][C:2]3=[O:1])[C:17]=2[O:16][CH2:15]1. (4) Given the reactants [CH3:1][C:2]1[C:6]2=[N:7][CH:8]=[CH:9][CH:10]=[C:5]2[N:4]([NH2:11])[CH:3]=1.[F:12][C:13]1[CH:14]=[C:15]([C:19]2[N:24]=[C:23]([CH3:25])[C:22]([C:26](O)=[O:27])=[CH:21][N:20]=2)[CH:16]=[CH:17][CH:18]=1.CN(C(ON1N=NC2C=CC=NC1=2)=[N+](C)C)C.F[P-](F)(F)(F)(F)F.CCN(C(C)C)C(C)C, predict the reaction product. The product is: [CH3:1][C:2]1[C:6]2=[N:7][CH:8]=[CH:9][CH:10]=[C:5]2[N:4]([NH:11][C:26]([C:22]2[C:23]([CH3:25])=[N:24][C:19]([C:15]3[CH:16]=[CH:17][CH:18]=[C:13]([F:12])[CH:14]=3)=[N:20][CH:21]=2)=[O:27])[CH:3]=1. (5) Given the reactants [Cl:1][C:2]1[C:11]2[C:6](=[CH:7][C:8]([O:12][CH3:13])=[CH:9][CH:10]=2)[N:5]=[C:4]([CH3:14])[CH:3]=1.[O:15]1CCOCC1, predict the reaction product. The product is: [Cl:1][C:2]1[C:11]2[C:6](=[CH:7][C:8]([O:12][CH3:13])=[CH:9][CH:10]=2)[N:5]=[C:4]([CH:14]=[O:15])[CH:3]=1. (6) Given the reactants [N:1]1([C:7]2[C:8]3[S:28][C:27]([CH2:29][N:30]4[CH2:33][CH:32]([N:34]5[CH2:39][CH2:38][O:37][CH2:36][CH2:35]5)[CH2:31]4)=[CH:26][C:9]=3[N:10]=[C:11]([Sn](CCCC)(CCCC)CCCC)[N:12]=2)[CH2:6][CH2:5][O:4][CH2:3][CH2:2]1.C1(S([N:49]2[C:57]3[CH:56]=[CH:55][N:54]=[C:53](Br)[C:52]=3[CH:51]=[CH:50]2)(=O)=O)C=CC=CC=1, predict the reaction product. The product is: [O:4]1[CH2:3][CH2:2][N:1]([C:7]2[C:8]3[S:28][C:27]([CH2:29][N:30]4[CH2:31][CH:32]([N:34]5[CH2:35][CH2:36][O:37][CH2:38][CH2:39]5)[CH2:33]4)=[CH:26][C:9]=3[N:10]=[C:11]([C:53]3[C:52]4[CH:51]=[CH:50][NH:49][C:57]=4[CH:56]=[CH:55][N:54]=3)[N:12]=2)[CH2:6][CH2:5]1.